This data is from Peptide-MHC class II binding affinity with 134,281 pairs from IEDB. The task is: Regression. Given a peptide amino acid sequence and an MHC pseudo amino acid sequence, predict their binding affinity value. This is MHC class II binding data. (1) The MHC is DRB1_0101 with pseudo-sequence DRB1_0101. The binding affinity (normalized) is 0.268. The peptide sequence is ICDSRVLERYLLEAK. (2) The binding affinity (normalized) is 0.0457. The MHC is HLA-DQA10301-DQB10302 with pseudo-sequence HLA-DQA10301-DQB10302. The peptide sequence is AFVGLFSVLIALALI. (3) The peptide sequence is GEPLSYTRFSLARQV. The MHC is HLA-DPA10103-DPB10401 with pseudo-sequence HLA-DPA10103-DPB10401. The binding affinity (normalized) is 0.829.